This data is from Full USPTO retrosynthesis dataset with 1.9M reactions from patents (1976-2016). The task is: Predict the reactants needed to synthesize the given product. Given the product [Br:16][C:17]1[CH:18]=[C:19]([CH:22]=[CH:23][CH:24]=1)[CH2:20][N:6]1[CH2:7][CH2:8][N:15]2[C:13](=[O:14])[C:3]3[CH:4]=[N:5][N:6]([CH:7]([CH3:8])[CH3:12])[C:2]=3[N:1]=[C:3]2[CH2:2]1, predict the reactants needed to synthesize it. The reactants are: [NH2:1][C:2]1[N:6]([C:7]2[CH:12]=CC=C[CH:8]=2)[N:5]=[CH:4][C:3]=1[C:13]([NH2:15])=[O:14].[Br:16][C:17]1[CH:18]=[C:19]([CH:22]=[CH:23][CH:24]=1)[CH:20]=O.C=O.